This data is from Catalyst prediction with 721,799 reactions and 888 catalyst types from USPTO. The task is: Predict which catalyst facilitates the given reaction. (1) Reactant: [CH3:1][S:2]([CH:5]1[CH2:10][CH2:9][N:8](C(OC(C)(C)C)=O)[CH2:7][CH2:6]1)(=[O:4])=[O:3].[ClH:18]. Product: [ClH:18].[CH3:1][S:2]([CH:5]1[CH2:10][CH2:9][NH:8][CH2:7][CH2:6]1)(=[O:4])=[O:3]. The catalyst class is: 8. (2) Reactant: [CH2:1]([C:3]1[N:7]=[C:6]([CH2:8][N:9]2[C:14]3[CH:15]=[C:16]([C:18]4[CH:23]=[CH:22][CH:21]=[CH:20][CH:19]=4)[S:17][C:13]=3[C:12](=[O:24])[N:11]([CH:25]3[CH2:30][CH2:29][N:28](C(OC(C)(C)C)=O)[CH2:27][CH2:26]3)[C:10]2=[O:38])[O:5][N:4]=1)[CH3:2].[ClH:39]. Product: [ClH:39].[CH2:1]([C:3]1[N:7]=[C:6]([CH2:8][N:9]2[C:14]3[CH:15]=[C:16]([C:18]4[CH:23]=[CH:22][CH:21]=[CH:20][CH:19]=4)[S:17][C:13]=3[C:12](=[O:24])[N:11]([CH:25]3[CH2:30][CH2:29][NH:28][CH2:27][CH2:26]3)[C:10]2=[O:38])[O:5][N:4]=1)[CH3:2]. The catalyst class is: 135. (3) Reactant: Cl.[S:2]1[CH:6]=[CH:5][C:4]([C:7]2[CH:8]=[C:9]3[C:14](=[CH:15][CH:16]=2)[CH2:13][NH:12][CH2:11][CH2:10]3)=[CH:3]1.[C:17]([O:20][C@@H:21]([C:23]1[N:28]=[C:27](Cl)[CH:26]=[CH:25][N:24]=1)[CH3:22])(=[O:19])[CH3:18].C(N(CC)CC)C. Product: [C:17]([O:20][C@@H:21]([C:23]1[N:24]=[C:25]([N:12]2[CH2:11][CH2:10][C:9]3[C:14](=[CH:15][CH:16]=[C:7]([C:4]4[CH:5]=[CH:6][S:2][CH:3]=4)[CH:8]=3)[CH2:13]2)[CH:26]=[CH:27][N:28]=1)[CH3:22])(=[O:19])[CH3:18]. The catalyst class is: 32. (4) Reactant: C([Cl:4])(=O)C.[NH2:5][C:6]1[C:15]2=[N:16][N:17]([CH2:29][CH2:30][CH3:31])[C:18]([CH2:19][CH2:20][NH:21]C(=O)OC(C)(C)C)=[C:14]2[C:13]2[CH:12]=[CH:11][CH:10]=[CH:9][C:8]=2[N:7]=1. Product: [ClH:4].[ClH:4].[NH2:21][CH2:20][CH2:19][C:18]1[N:17]([CH2:29][CH2:30][CH3:31])[N:16]=[C:15]2[C:14]=1[C:13]1[CH:12]=[CH:11][CH:10]=[CH:9][C:8]=1[N:7]=[C:6]2[NH2:5]. The catalyst class is: 8. (5) Reactant: C[C@@](O)(CC([S:10][CH2:11][CH2:12][NH:13][C:14]([CH2:16][CH2:17][NH:18][C:19]([C@H:21]([OH:57])[C:22]([CH2:25][O:26][P:27]([O:30][P:31]([O:34][CH2:35][C@H:36]1[O:40][C@@H:39]([N:41]2[C:45]3[N:46]=[CH:47][N:48]=[C:49]([NH2:50])[C:44]=3[N:43]=[CH:42]2)[C@H:38]([OH:51])[C@@H:37]1[O:52][P:53]([OH:56])([OH:55])=[O:54])([OH:33])=[O:32])([OH:29])=[O:28])([CH3:24])[CH3:23])=[O:20])=[O:15])=O)CC(O)=O.C(O)C(N)(CO)CO.Cl.[Mg+2].[Cl-].[Cl-].C(N(CC(O)=O)CC(O)=O)CN(CC(O)=O)CC(O)=O.SC[C@H]([C@@H](CS)O)O.C(SCCNC(=O)CCNC(=O)[C@H](O)C(C)(C)COP(O)(=O)OP(O)(=O)OC[C@H]1O[C@@H](N2C3N=CN=C(N)C=3N=C2)[C@H](O)[C@@H]1OP(O)(O)=O)(=O)CC(C)=O.Cl. Product: [CH3:24][C:22]([C@@H:21]([OH:57])[C:19]([NH:18][CH2:17][CH2:16][C:14]([NH:13][CH2:12][CH2:11][SH:10])=[O:15])=[O:20])([CH2:25][O:26][P:27]([O:30][P:31]([O:34][CH2:35][C@H:36]1[O:40][C@@H:39]([N:41]2[C:45]3[N:46]=[CH:47][N:48]=[C:49]([NH2:50])[C:44]=3[N:43]=[CH:42]2)[C@H:38]([OH:51])[C@@H:37]1[O:52][P:53]([OH:56])([OH:55])=[O:54])([OH:33])=[O:32])([OH:29])=[O:28])[CH3:23]. The catalyst class is: 16. (6) Reactant: N([C:3]([O:5][CH:6](C)[CH3:7])=O)=N[C:3]([O:5][CH:6](C)[CH3:7])=O.[NH2:15][C:16]1[NH:20][N:19]=[C:18]([OH:21])[CH:17]=1.C1C=CC(P(C2C=CC=CC=2)C2C=CC=CC=2)=CC=1.COCCO. Product: [CH3:3][O:5][CH2:6][CH2:7][O:21][C:18]1[CH:17]=[C:16]([NH2:15])[NH:20][N:19]=1. The catalyst class is: 2.